From a dataset of Reaction yield outcomes from USPTO patents with 853,638 reactions. Predict the reaction yield, written as a fraction of the theoretical maximum amount of product (1.0 means a 100% yield; for example, 0.34 means a 34% yield). (1) The reactants are [CH3:1][NH:2][C:3]1[N:8]=[C:7](Cl)[N:6]=[C:5]([Cl:10])[N:4]=1.[CH3:11][O:12][C:13]1[CH:14]=[C:15]([CH:17]=[C:18]([O:20][CH3:21])[CH:19]=1)[NH2:16].C(Cl)Cl.[K+].[Br-]. No catalyst specified. The product is [CH3:21][O:20][C:18]1[CH:17]=[C:15]([NH:16][C:7]2[N:8]=[C:3]([NH:2][CH3:1])[N:4]=[C:5]([Cl:10])[N:6]=2)[CH:14]=[C:13]([O:12][CH3:11])[CH:19]=1. The yield is 0.730. (2) The reactants are Br[C:2]1[CH:16]=[CH:15][C:5]([O:6][CH2:7][CH2:8][N:9]2[CH2:14][CH2:13][O:12][CH2:11][CH2:10]2)=[CH:4][CH:3]=1.[CH3:17][C:18]1([CH3:32])[CH2:23][O:22][B:21]([B:21]2[O:22][CH2:23][C:18]([CH3:32])([CH3:17])[CH2:19][O:20]2)[O:20][CH2:19]1.CC([O-])=O.[K+].C(OCC)(=O)C. The catalyst is O1CCOCC1.C1C=CC(P(C2C=CC=CC=2)[C-]2C=CC=C2)=CC=1.C1C=CC(P(C2C=CC=CC=2)[C-]2C=CC=C2)=CC=1.Cl[Pd]Cl.[Fe+2]. The product is [CH3:17][C:18]1([CH3:32])[CH2:23][O:22][B:21]([C:2]2[CH:16]=[CH:15][C:5]([O:6][CH2:7][CH2:8][N:9]3[CH2:14][CH2:13][O:12][CH2:11][CH2:10]3)=[CH:4][CH:3]=2)[O:20][CH2:19]1. The yield is 0.340.